From a dataset of Catalyst prediction with 721,799 reactions and 888 catalyst types from USPTO. Predict which catalyst facilitates the given reaction. Reactant: [CH3:1][O:2][C:3]1[CH:24]=[C:23]([O:25][CH3:26])[CH:22]=[CH:21][C:4]=1[CH2:5][NH:6][S:7]([CH2:10][C:11]1[CH:16]=[CH:15][C:14]([CH2:17][C:18](O)=[O:19])=[CH:13][CH:12]=1)(=[O:9])=[O:8].C(N(CC)CC)C.[NH:34]1[CH2:39][CH2:38][O:37][CH2:36][CH2:35]1.CN(C(ON1N=NC2C=CC=NC1=2)=[N+](C)C)C.F[P-](F)(F)(F)(F)F. Product: [CH3:1][O:2][C:3]1[CH:24]=[C:23]([O:25][CH3:26])[CH:22]=[CH:21][C:4]=1[CH2:5][NH:6][S:7]([CH2:10][C:11]1[CH:16]=[CH:15][C:14]([CH2:17][C:18]([N:34]2[CH2:39][CH2:38][O:37][CH2:36][CH2:35]2)=[O:19])=[CH:13][CH:12]=1)(=[O:8])=[O:9]. The catalyst class is: 18.